Dataset: TCR-epitope binding with 47,182 pairs between 192 epitopes and 23,139 TCRs. Task: Binary Classification. Given a T-cell receptor sequence (or CDR3 region) and an epitope sequence, predict whether binding occurs between them. (1) The epitope is IQYIDIGNY. The TCR CDR3 sequence is CASSAGQGWKEQYF. Result: 0 (the TCR does not bind to the epitope). (2) The epitope is NLVPMVATV. The TCR CDR3 sequence is CASSSPGQGEEAFF. Result: 0 (the TCR does not bind to the epitope). (3) The epitope is GTSGSPIIDK. The TCR CDR3 sequence is CASQLLVQHTDTQYF. Result: 0 (the TCR does not bind to the epitope). (4) The epitope is VLWAHGFEL. The TCR CDR3 sequence is CASGGSATNEKLFF. Result: 1 (the TCR binds to the epitope). (5) The epitope is FIAGLIAIV. The TCR CDR3 sequence is CASSLDTGYGYTF. Result: 1 (the TCR binds to the epitope). (6) The epitope is RLQSLQTYV. The TCR CDR3 sequence is CASSLVANEKLFF. Result: 0 (the TCR does not bind to the epitope). (7) The epitope is FVDGVPFVV. The TCR CDR3 sequence is CASSGREGLYEQYF. Result: 0 (the TCR does not bind to the epitope). (8) The epitope is TPRVTGGGAM. The TCR CDR3 sequence is CASSLAGESNIQYF. Result: 0 (the TCR does not bind to the epitope). (9) The TCR CDR3 sequence is CARSQGARGGLGDEQFF. The epitope is KLPDDFTGCV. Result: 1 (the TCR binds to the epitope).